This data is from Reaction yield outcomes from USPTO patents with 853,638 reactions. The task is: Predict the reaction yield, written as a fraction of the theoretical maximum amount of product (1.0 means a 100% yield; for example, 0.34 means a 34% yield). (1) The reactants are [CH2:1]([O:3][CH:4]([O:8][CH2:9][CH3:10])[C@@H:5]([NH2:7])[CH3:6])[CH3:2].[CH:11]1[C:20]2[CH:19]=[CH:18][CH:17]=[C:16]([CH:21]=O)[C:15]=2[CH:14]=[CH:13][N:12]=1. No catalyst specified. The product is [CH2:1]([O:3][CH:4]([O:8][CH2:9][CH3:10])[C@@H:5]([NH:7][CH2:21][C:16]1[CH:17]=[CH:18][CH:19]=[C:20]2[C:15]=1[CH:14]=[CH:13][N:12]=[CH:11]2)[CH3:6])[CH3:2]. The yield is 0.950. (2) The reactants are [OH:1][NH:2][C:3]([C:5]1[C:10]([N+:11]([O-:13])=[O:12])=[CH:9][CH:8]=[CH:7][N:6]=1)=[NH:4].[Cl:14][C:15]1[CH:23]=[C:19]([C:20](O)=O)[C:18]([OH:24])=[CH:17][CH:16]=1. No catalyst specified. The product is [Cl:14][C:15]1[CH:16]=[CH:17][C:18]([OH:24])=[C:19]([C:20]2[O:1][N:2]=[C:3]([C:5]3[C:10]([N+:11]([O-:13])=[O:12])=[CH:9][CH:8]=[CH:7][N:6]=3)[N:4]=2)[CH:23]=1. The yield is 0.310. (3) The reactants are [CH3:1][C:2]1([CH3:10])[CH2:9][C:7](=O)[CH2:6][C:4](=[O:5])[CH2:3]1.[F:11][C:12]([F:27])([F:26])[C:13]1[CH:18]=[CH:17][C:16]([C:19]2[C:23]([CH:24]=O)=[CH:22][NH:21][N:20]=2)=[CH:15][CH:14]=1.[C:28]([O:34][CH:35]([CH3:37])[CH3:36])(=[O:33])[CH2:29][C:30]([CH3:32])=O.C([O-])(=O)C.[NH4+:42]. The catalyst is C(O)C.C(OCC)(=O)C. The product is [CH3:32][C:30]1[NH:42][C:7]2[CH2:9][C:2]([CH3:1])([CH3:10])[CH2:3][C:4](=[O:5])[C:6]=2[CH:24]([C:23]2[C:19]([C:16]3[CH:17]=[CH:18][C:13]([C:12]([F:27])([F:26])[F:11])=[CH:14][CH:15]=3)=[N:20][NH:21][CH:22]=2)[C:29]=1[C:28]([O:34][CH:35]([CH3:37])[CH3:36])=[O:33]. The yield is 0.780. (4) The reactants are [N:1]1([C:7]([C:9]2[S:10][CH:11]=[CH:12][CH:13]=2)=[O:8])[CH2:6][CH2:5][NH:4][CH2:3][CH2:2]1.C1([NH:20][C:21]([C:23]2[C:24](=[O:36])[N:25]([CH3:35])[C:26]3[C:31]([C:32]=2O)=[CH:30][C:29]([CH3:34])=[CH:28][CH:27]=3)=O)CCCCC1. The catalyst is C1(C)C=CC=CC=1. The product is [CH2:35]([N:25]1[C:26]2[C:31](=[CH:30][C:29]([CH3:34])=[CH:28][CH:27]=2)[C:32]([N:4]2[CH2:5][CH2:6][N:1]([C:7]([C:9]3[S:10][CH:11]=[CH:12][CH:13]=3)=[O:8])[CH2:2][CH2:3]2)=[C:23]([C:21]#[N:20])[C:24]1=[O:36])[C:26]1[CH:31]=[CH:30][CH:29]=[CH:28][CH:27]=1. The yield is 0.770.